From a dataset of Full USPTO retrosynthesis dataset with 1.9M reactions from patents (1976-2016). Predict the reactants needed to synthesize the given product. (1) Given the product [F:18][C:19]([C:20]([C:2]1[C:3]([Cl:12])=[C:4]([Cl:11])[C:5]([Cl:10])=[C:6]([Cl:9])[C:7]=1[Cl:8])=[O:21])([F:31])[O:23][C:24]([F:29])([F:30])[C:25]([F:26])([F:28])[F:27], predict the reactants needed to synthesize it. The reactants are: Cl[C:2]1[C:7]([Cl:8])=[C:6]([Cl:9])[C:5]([Cl:10])=[C:4]([Cl:11])[C:3]=1[Cl:12].C([Li])CCC.[F:18][C:19]([F:31])([O:23][C:24]([F:30])([F:29])[C:25]([F:28])([F:27])[F:26])[C:20](F)=[O:21].C(OCCOCC)(=O)C. (2) Given the product [F:1][C:2]([F:22])([C:6]([F:20])([F:21])[C:7]([F:18])([F:19])[C:8]([F:16])([F:17])[C:9]([F:14])([F:15])[C:10]([F:13])([F:12])[F:11])[CH2:3][CH2:4][S:5][CH2:28][CH:29]=[CH:30][CH2:31][OH:32], predict the reactants needed to synthesize it. The reactants are: [F:1][C:2]([F:22])([C:6]([F:21])([F:20])[C:7]([F:19])([F:18])[C:8]([F:17])([F:16])[C:9]([F:15])([F:14])[C:10]([F:13])([F:12])[F:11])[CH2:3][CH2:4][SH:5].CC[O-].[Na+].Cl[CH2:28][CH:29]=[CH:30][CH2:31][OH:32].